Dataset: NCI-60 drug combinations with 297,098 pairs across 59 cell lines. Task: Regression. Given two drug SMILES strings and cell line genomic features, predict the synergy score measuring deviation from expected non-interaction effect. (1) Drug 1: C1=NC2=C(N1)C(=S)N=C(N2)N. Drug 2: C1CN(P(=O)(OC1)NCCCl)CCCl. Cell line: HT29. Synergy scores: CSS=27.2, Synergy_ZIP=0.133, Synergy_Bliss=2.04, Synergy_Loewe=-44.3, Synergy_HSA=0.146. (2) Drug 1: CS(=O)(=O)CCNCC1=CC=C(O1)C2=CC3=C(C=C2)N=CN=C3NC4=CC(=C(C=C4)OCC5=CC(=CC=C5)F)Cl. Drug 2: CC1=C(C(=O)C2=C(C1=O)N3CC4C(C3(C2COC(=O)N)OC)N4)N. Cell line: NCI-H226. Synergy scores: CSS=17.4, Synergy_ZIP=-3.56, Synergy_Bliss=-0.891, Synergy_Loewe=-29.3, Synergy_HSA=-4.24. (3) Drug 1: CCC1(CC2CC(C3=C(CCN(C2)C1)C4=CC=CC=C4N3)(C5=C(C=C6C(=C5)C78CCN9C7C(C=CC9)(C(C(C8N6C=O)(C(=O)OC)O)OC(=O)C)CC)OC)C(=O)OC)O.OS(=O)(=O)O. Drug 2: C(=O)(N)NO. Cell line: SNB-75. Synergy scores: CSS=0.195, Synergy_ZIP=-0.708, Synergy_Bliss=-2.71, Synergy_Loewe=-0.397, Synergy_HSA=-2.62. (4) Drug 1: CC(C1=C(C=CC(=C1Cl)F)Cl)OC2=C(N=CC(=C2)C3=CN(N=C3)C4CCNCC4)N. Drug 2: CC1=C(C(=CC=C1)Cl)NC(=O)C2=CN=C(S2)NC3=CC(=NC(=N3)C)N4CCN(CC4)CCO. Cell line: MOLT-4. Synergy scores: CSS=27.7, Synergy_ZIP=0.474, Synergy_Bliss=-6.59, Synergy_Loewe=-10.8, Synergy_HSA=-7.71. (5) Drug 1: CC1=C2C(C(=O)C3(C(CC4C(C3C(C(C2(C)C)(CC1OC(=O)C(C(C5=CC=CC=C5)NC(=O)OC(C)(C)C)O)O)OC(=O)C6=CC=CC=C6)(CO4)OC(=O)C)OC)C)OC. Drug 2: CCC1=C2CN3C(=CC4=C(C3=O)COC(=O)C4(CC)O)C2=NC5=C1C=C(C=C5)O. Cell line: PC-3. Synergy scores: CSS=44.1, Synergy_ZIP=-0.104, Synergy_Bliss=1.78, Synergy_Loewe=-3.23, Synergy_HSA=6.67. (6) Drug 1: C1=CC(=CC=C1C#N)C(C2=CC=C(C=C2)C#N)N3C=NC=N3. Drug 2: CCN(CC)CCNC(=O)C1=C(NC(=C1C)C=C2C3=C(C=CC(=C3)F)NC2=O)C. Cell line: COLO 205. Synergy scores: CSS=1.70, Synergy_ZIP=-0.806, Synergy_Bliss=-1.19, Synergy_Loewe=-3.40, Synergy_HSA=-2.64. (7) Drug 1: CC1C(C(=O)NC(C(=O)N2CCCC2C(=O)N(CC(=O)N(C(C(=O)O1)C(C)C)C)C)C(C)C)NC(=O)C3=C4C(=C(C=C3)C)OC5=C(C(=O)C(=C(C5=N4)C(=O)NC6C(OC(=O)C(N(C(=O)CN(C(=O)C7CCCN7C(=O)C(NC6=O)C(C)C)C)C)C(C)C)C)N)C. Drug 2: CC1CCC2CC(C(=CC=CC=CC(CC(C(=O)C(C(C(=CC(C(=O)CC(OC(=O)C3CCCCN3C(=O)C(=O)C1(O2)O)C(C)CC4CCC(C(C4)OC)O)C)C)O)OC)C)C)C)OC. Cell line: OVCAR-4. Synergy scores: CSS=4.80, Synergy_ZIP=2.23, Synergy_Bliss=8.31, Synergy_Loewe=0.136, Synergy_HSA=2.82. (8) Drug 1: CC12CCC(CC1=CCC3C2CCC4(C3CC=C4C5=CN=CC=C5)C)O. Drug 2: C1=C(C(=O)NC(=O)N1)F. Cell line: IGROV1. Synergy scores: CSS=35.0, Synergy_ZIP=0.497, Synergy_Bliss=3.08, Synergy_Loewe=3.01, Synergy_HSA=4.40.